Dataset: Reaction yield outcomes from USPTO patents with 853,638 reactions. Task: Predict the reaction yield, written as a fraction of the theoretical maximum amount of product (1.0 means a 100% yield; for example, 0.34 means a 34% yield). (1) The reactants are [OH:1][CH:2]1[O:10][C@H:9]([CH2:11][OH:12])[C@@H:7]([OH:8])[C@H:5]([OH:6])[C@H:3]1[NH2:4].Cl.OC1O[C@H](CO)[C@@H](O)[C@H](O)[C@H]1N.[CH:26](=O)[C:27]1[CH:32]=[CH:31][C:30]([O:33][CH3:34])=[CH:29][CH:28]=1. The catalyst is [OH-].[Na+]. The product is [CH3:34][O:33][C:30]1[CH:31]=[CH:32][C:27]([CH:26]=[N:4][C@@H:3]2[C@@H:5]([OH:6])[C@H:7]([OH:8])[C@@H:9]([CH2:11][OH:12])[O:10][CH:2]2[OH:1])=[CH:28][CH:29]=1. The yield is 0.955. (2) The reactants are [C:1]1([O:7][CH3:8])[CH:6]=[CH:5][CH:4]=[CH:3][CH:2]=1.CC([O-])(C)C.[K+].[SiH:15]([CH2:20][CH3:21])([CH2:18][CH3:19])[CH2:16][CH3:17]. The catalyst is O1CCCC1. The product is [CH2:16]([Si:15]([CH2:20][CH3:21])([CH2:18][CH3:19])[C:2]1[CH:3]=[CH:4][CH:5]=[CH:6][C:1]=1[O:7][CH3:8])[CH3:17]. The yield is 0.540.